From a dataset of Full USPTO retrosynthesis dataset with 1.9M reactions from patents (1976-2016). Predict the reactants needed to synthesize the given product. (1) Given the product [C:3]([C:7]1[CH:12]=[CH:11][C:10]2[C:10]3[C:11](=[CH:12][C:7]([C:3]([CH3:6])([CH3:4])[CH3:5])=[CH:8][CH:9]=3)[CH2:13][C:9]=2[CH:8]=1)([CH3:6])([CH3:5])[CH3:4], predict the reactants needed to synthesize it. The reactants are: FF.[C:3]([C:7]1[CH:12]=[C:11]([CH3:13])[CH:10]=[C:9](C(C)(C)C)[C:8]=1O)([CH3:6])([CH3:5])[CH3:4].[Cl-].[Al+3].[Cl-].[Cl-]. (2) Given the product [CH2:40]([O:42][C:11](=[O:38])[CH2:12][N:13]1[N:19]=[C:18]([CH:20]2[CH2:21][CH2:22][CH2:23][CH2:24][CH2:25]2)[C:17]2[CH:26]=[CH:27][CH:28]=[CH:29][C:16]=2[N:15]([CH2:30][C:31](=[O:36])[C:32]([CH3:34])([CH3:33])[CH3:35])[C:14]1=[O:37])[CH3:41], predict the reactants needed to synthesize it. The reactants are: COC(=O)C1C=CC=C(N[C:11](=[O:38])[CH2:12][N:13]2[N:19]=[C:18]([CH:20]3[CH2:25][CH2:24][CH2:23][CH2:22][CH2:21]3)[C:17]3[CH:26]=[CH:27][CH:28]=[CH:29][C:16]=3[N:15]([CH2:30][C:31](=[O:36])[C:32]([CH3:35])([CH3:34])[CH3:33])[C:14]2=[O:37])C=1.[CH2:40]([O:42]C(C1C=C(C2C=CC=C(N)C=2)C=CC=1)=O)[CH3:41]. (3) Given the product [CH3:1][CH:2]1[CH2:3][C:4]2[N:10]=[CH:15][C:14]([N+:16]([O-:18])=[O:17])=[CH:13][C:5]=2[CH2:6][CH2:7]1, predict the reactants needed to synthesize it. The reactants are: [CH3:1][CH:2]1[CH2:7][CH2:6][CH2:5][C:4](=O)[CH2:3]1.C[N:10]1[CH:15]=[C:14]([N+:16]([O-:18])=[O:17])[CH:13]=C([N+]([O-])=O)C1=O.N.